The task is: Regression. Given a peptide amino acid sequence and an MHC pseudo amino acid sequence, predict their binding affinity value. This is MHC class II binding data.. This data is from Peptide-MHC class II binding affinity with 134,281 pairs from IEDB. (1) The peptide sequence is EYRLRGEERKNFLELLR. The MHC is DRB1_1501 with pseudo-sequence DRB1_1501. The binding affinity (normalized) is 0.0763. (2) The peptide sequence is EAKYDAYVATVSEAL. The MHC is HLA-DQA10501-DQB10301 with pseudo-sequence HLA-DQA10501-DQB10301. The binding affinity (normalized) is 0.784. (3) The peptide sequence is AAYKLAYKTAEGATP. The MHC is HLA-DPA10301-DPB10402 with pseudo-sequence HLA-DPA10301-DPB10402. The binding affinity (normalized) is 0.220. (4) The MHC is HLA-DQA10501-DQB10301 with pseudo-sequence HLA-DQA10501-DQB10301. The peptide sequence is INEPTHAAIAYGLDR. The binding affinity (normalized) is 0.707.